From a dataset of Forward reaction prediction with 1.9M reactions from USPTO patents (1976-2016). Predict the product of the given reaction. (1) Given the reactants [Br:1][C:2]1[CH:7]=[CH:6][C:5]([C:8]2[C:12]3[CH:13]=[CH:14][C:15]([O:17][CH2:18][CH2:19][CH2:20]Br)=[CH:16][C:11]=3[S:10][N:9]=2)=[CH:4][CH:3]=1.[CH2:22]([NH2:25])[C:23]#[CH:24], predict the reaction product. The product is: [Br:1][C:2]1[CH:7]=[CH:6][C:5]([C:8]2[C:12]3[CH:13]=[CH:14][C:15]([O:17][CH2:18][CH2:19][CH2:20][NH:25][CH2:22][C:23]#[CH:24])=[CH:16][C:11]=3[S:10][N:9]=2)=[CH:4][CH:3]=1. (2) The product is: [F:15][C:14]1[CH:13]=[C:12]([N+:16]([O-:18])=[O:17])[CH:11]=[C:6]2[C:5]=1[NH:3][N:2]=[C:7]2[OH:8]. Given the reactants O.[NH2:2][NH2:3].F[C:5]1[C:14]([F:15])=[CH:13][C:12]([N+:16]([O-:18])=[O:17])=[CH:11][C:6]=1[C:7](OC)=[O:8], predict the reaction product. (3) The product is: [C:1]([C:5]1[N:6]=[C:7]([Cl:12])[N:8]=[C:9]([NH:13][C:14]2[CH:19]=[CH:18][C:17]([CH3:20])=[CH:16][CH:15]=2)[CH:10]=1)([CH3:4])([CH3:3])[CH3:2]. Given the reactants [C:1]([C:5]1[CH:10]=[C:9](Cl)[N:8]=[C:7]([Cl:12])[N:6]=1)([CH3:4])([CH3:3])[CH3:2].[NH2:13][C:14]1[CH:19]=[CH:18][C:17]([CH3:20])=[CH:16][CH:15]=1.C(N(CC)CC)C, predict the reaction product. (4) Given the reactants O[CH:2]([C:30]1[CH:35]=[CH:34][CH:33]=[CH:32][CH:31]=1)[C:3]1[C:12]2[C:11](=[O:13])[N:10]([CH2:14][CH2:15][CH2:16][O:17][CH:18]3CCCC[O:19]3)[C:9](=[O:24])[N:8]([CH3:25])[C:7]=2[N:6]=[CH:5][C:4]=1[O:26][CH:27]([CH3:29])[CH3:28], predict the reaction product. The product is: [CH:18]([O:17][CH2:16][CH2:15][CH2:14][N:10]1[C:11](=[O:13])[C:12]2[C:3]([CH2:2][C:30]3[CH:35]=[CH:34][CH:33]=[CH:32][CH:31]=3)=[C:4]([O:26][CH:27]([CH3:28])[CH3:29])[CH:5]=[N:6][C:7]=2[N:8]([CH3:25])[C:9]1=[O:24])=[O:19]. (5) Given the reactants [OH:1][N:2]1[C:7]([CH3:9])([CH3:8])[CH2:6][CH:5]([OH:10])[CH2:4][C:3]1([CH3:12])[CH3:11].[CH2:13]1[CH2:20][CH2:19][CH2:18][CH2:17][CH2:16][CH2:15][CH2:14]1, predict the reaction product. The product is: [CH:13]1([O:1][N:2]2[C:7]([CH3:8])([CH3:9])[CH2:6][CH:5]([OH:10])[CH2:4][C:3]2([CH3:12])[CH3:11])[CH2:20][CH2:19][CH2:18][CH2:17][CH2:16][CH2:15][CH2:14]1. (6) Given the reactants [CH3:1][N:2]([CH3:12])[CH2:3][CH2:4][CH2:5][CH2:6][C@@H:7]([C:9]([OH:11])=[O:10])[NH2:8].[CH2:13]([C@@:17]1([CH2:40][CH3:41])[NH:23][C@H:22]([C:24]2[CH:29]=[CH:28][CH:27]=[CH:26][CH:25]=2)[C:21]2[CH:30]=[C:31]([O:36][CH3:37])[C:32]([CH:34]=O)=[CH:33][C:20]=2[S:19](=[O:39])(=[O:38])[CH2:18]1)[CH2:14][CH2:15][CH3:16].C1COCC1, predict the reaction product. The product is: [NH4+:2].[CH2:13]([C@@:17]1([CH2:40][CH3:41])[NH:23][C@H:22]([C:24]2[CH:29]=[CH:28][CH:27]=[CH:26][CH:25]=2)[C:21]2[CH:30]=[C:31]([O:36][CH3:37])[C:32]([CH2:34][NH:8][C@H:7]([C:9]([O-:11])=[O:10])[CH2:6][CH2:5][CH2:4][CH2:3][N:2]([CH3:1])[CH3:12])=[CH:33][C:20]=2[S:19](=[O:38])(=[O:39])[CH2:18]1)[CH2:14][CH2:15][CH3:16]. (7) Given the reactants Br[CH2:2][C:3]#[CH:4].[Br:5][C:6]1[CH:7]=[C:8]2[C:13](=[CH:14][C:15]=1[CH2:16][N:17]1[CH2:22][CH2:21][NH:20][CH2:19][CH2:18]1)[N:12]=[CH:11][N:10]([CH2:23][C:24]1[CH:29]=[C:28]([Cl:30])[CH:27]=[CH:26][C:25]=1[S:31]([CH2:34][CH3:35])(=[O:33])=[O:32])[C:9]2=[O:36].CCN(C(C)C)C(C)C.O, predict the reaction product. The product is: [Br:5][C:6]1[CH:7]=[C:8]2[C:13](=[CH:14][C:15]=1[CH2:16][N:17]1[CH2:18][CH2:19][N:20]([CH2:4][C:3]#[CH:2])[CH2:21][CH2:22]1)[N:12]=[CH:11][N:10]([CH2:23][C:24]1[CH:29]=[C:28]([Cl:30])[CH:27]=[CH:26][C:25]=1[S:31]([CH2:34][CH3:35])(=[O:32])=[O:33])[C:9]2=[O:36]. (8) Given the reactants BrC1C(NC2CCN(CC3C=CC=CC=3)CC2)=NC(NCC2C=CN=CC=2)=NC=1.[NH:30]([C:34]1[CH:35]=[C:36](B(O)O)[CH:37]=[CH:38][CH:39]=1)[C:31]([CH3:33])=[O:32].[CH2:43]([N:50]1[CH2:55][CH2:54][CH:53]([NH:56][C:57]2[C:62](C3C=CSC=3)=[CH:61][N:60]=[C:59]([NH:68][CH2:69][C:70]3[CH:75]=[CH:74][CH:73]=[CH:72][N:71]=3)[N:58]=2)[CH2:52][CH2:51]1)[C:44]1[CH:49]=[CH:48][CH:47]=[CH:46][CH:45]=1, predict the reaction product. The product is: [CH2:43]([N:50]1[CH2:55][CH2:54][CH:53]([NH:56][C:57]2[C:62]([C:36]3[CH:35]=[C:34]([NH:30][C:31](=[O:32])[CH3:33])[CH:39]=[CH:38][CH:37]=3)=[CH:61][N:60]=[C:59]([NH:68][CH2:69][C:70]3[CH:75]=[CH:74][CH:73]=[CH:72][N:71]=3)[N:58]=2)[CH2:52][CH2:51]1)[C:44]1[CH:49]=[CH:48][CH:47]=[CH:46][CH:45]=1. (9) Given the reactants [O:1]1[C:3]2([CH2:8][CH2:7][N:6]([C:9]([O:11][C:12]([CH3:15])([CH3:14])[CH3:13])=[O:10])[CH2:5][CH2:4]2)[CH2:2]1.Cl.[NH2:17][C:18]1([C:21]#[N:22])[CH2:20][CH2:19]1.[OH-].[K+].[Al], predict the reaction product. The product is: [C:21]([C:18]1([NH:17][CH2:2][C:3]2([OH:1])[CH2:8][CH2:7][N:6]([C:9]([O:11][C:12]([CH3:15])([CH3:14])[CH3:13])=[O:10])[CH2:5][CH2:4]2)[CH2:20][CH2:19]1)#[N:22].